Task: Predict which catalyst facilitates the given reaction.. Dataset: Catalyst prediction with 721,799 reactions and 888 catalyst types from USPTO (1) Reactant: [CH2:1]([O:8][C:9]1[C:18]2[C:13](=[C:14](Br)[CH:15]=[C:16]([CH:19]([CH2:21][CH3:22])[CH3:20])[CH:17]=2)[N:12]=[C:11]([CH3:24])[C:10]=1[CH3:25])[C:2]1[CH:7]=[CH:6][CH:5]=[CH:4][CH:3]=1.C([Li])CCC.[CH:31](OC)=[O:32].O. Product: [CH2:1]([O:8][C:9]1[C:18]2[C:13](=[C:14]([CH:31]=[O:32])[CH:15]=[C:16]([CH:19]([CH2:21][CH3:22])[CH3:20])[CH:17]=2)[N:12]=[C:11]([CH3:24])[C:10]=1[CH3:25])[C:2]1[CH:7]=[CH:6][CH:5]=[CH:4][CH:3]=1. The catalyst class is: 188. (2) Reactant: [Br:1][C:2]1[CH:15]=[CH:14][C:5]([C:6]([C:8]2[CH:13]=[CH:12][CH:11]=[CH:10][CH:9]=2)=O)=[CH:4][CH:3]=1.C(OP([CH2:24][C:25]1[C:26]2[C:31]([C:32]([CH2:39]P(OCC)(OCC)=O)=[C:33]3[C:38]=1[CH:37]=[CH:36][CH:35]=[CH:34]3)=[CH:30][CH:29]=[CH:28][CH:27]=2)(OCC)=O)C.[C:48](O[K])([CH3:51])([CH3:50])[CH3:49].S(=O)(=O)(O)O. Product: [Br:1][C:2]1[CH:15]=[CH:14][C:5]([C:6]([C:8]2[CH:13]=[CH:12][CH:11]=[CH:10][CH:9]=2)=[CH:39][C:32]2[C:31]3[C:26]([C:25]([CH:24]=[C:49]([C:8]4[CH:13]=[CH:12][CH:11]=[CH:10][CH:9]=4)[C:48]4[CH:51]=[CH:15][C:2]([Br:1])=[CH:3][CH:50]=4)=[C:38]4[C:33]=2[CH:34]=[CH:35][CH:36]=[CH:37]4)=[CH:27][CH:28]=[CH:29][CH:30]=3)=[CH:4][CH:3]=1. The catalyst class is: 30. (3) Product: [CH3:1][O:2][CH2:3][CH2:4][O:5][C:6]1[CH:11]=[C:10]2[C:9](=[C:8]([N+:21]([O-:23])=[O:22])[CH:7]=1)[NH:12][C:7]([C:6]([O:5][CH2:4][CH3:3])=[O:24])=[CH:8]2. The catalyst class is: 13. Reactant: [CH3:1][O:2][CH2:3][CH2:4][O:5][C:6]1[CH:11]=[CH:10][C:9]([NH:12]N=C(C)C(OCC)=O)=[C:8]([N+:21]([O-:23])=[O:22])[CH:7]=1.[OH2:24]. (4) Reactant: [CH3:1][O:2][C:3](=[O:41])[CH2:4][CH2:5][C:6]1[CH:11]=[CH:10][CH:9]=[C:8]([CH2:12][C:13](=[O:40])[NH:14][C:15]2[CH:20]=[CH:19][CH:18]=[CH:17][C:16]=2[S:21](=[O:39])(=[O:38])[NH:22][C:23]([C@@:25]2([NH:30]C(OC(C)(C)C)=O)[CH2:27][C@H:26]2[CH:28]=[CH2:29])=[O:24])[CH:7]=1.Cl. Product: [CH3:1][O:2][C:3](=[O:41])[CH2:4][CH2:5][C:6]1[CH:11]=[CH:10][CH:9]=[C:8]([CH2:12][C:13](=[O:40])[NH:14][C:15]2[CH:20]=[CH:19][CH:18]=[CH:17][C:16]=2[S:21](=[O:39])(=[O:38])[NH:22][C:23]([C@@:25]2([NH2:30])[CH2:27][C@H:26]2[CH:28]=[CH2:29])=[O:24])[CH:7]=1. The catalyst class is: 12. (5) Reactant: C[O:2][C:3](=[O:23])[CH2:4][CH2:5][CH2:6][CH2:7][C:8]1[O:9][CH:10]=[C:11]([C:13]2[CH:18]=[CH:17][CH:16]=[CH:15][C:14]=2[NH:19][C:20](=[O:22])[CH3:21])[N:12]=1.C1COCC1.[OH-].[Na+]. Product: [C:20]([NH:19][C:14]1[CH:15]=[CH:16][CH:17]=[CH:18][C:13]=1[C:11]1[N:12]=[C:8]([CH2:7][CH2:6][CH2:5][CH2:4][C:3]([OH:23])=[O:2])[O:9][CH:10]=1)(=[O:22])[CH3:21]. The catalyst class is: 14. (6) Reactant: [Cl:1][C:2]1[CH:3]=[C:4]2[C:12](=[CH:13][CH:14]=1)[NH:11][C:10]1[CH:9]([NH2:15])[CH2:8][CH2:7][CH2:6][C:5]2=1.CCN(C(C)C)C(C)C.[F:25][C:26]1[CH:31]=[CH:30][CH:29]=[C:28]([C:32](O)=[O:33])[N:27]=1.F[B-](F)(F)F.N1(OC(N(C)C)=[N+](C)C)C2C=CC=CC=2N=N1. Product: [Cl:1][C:2]1[CH:3]=[C:4]2[C:12](=[CH:13][CH:14]=1)[NH:11][C:10]1[CH:9]([NH:15][C:32]([C:28]3[CH:29]=[CH:30][CH:31]=[C:26]([F:25])[N:27]=3)=[O:33])[CH2:8][CH2:7][CH2:6][C:5]2=1. The catalyst class is: 46. (7) Reactant: [C:1]([C:3]1[CH:4]=[C:5]([CH:10]=[C:11]([O:13][CH3:14])[CH:12]=1)[C:6]([O:8]C)=[O:7])#[N:2].O.[OH-].[Na+]. Product: [C:1]([C:3]1[CH:4]=[C:5]([CH:10]=[C:11]([O:13][CH3:14])[CH:12]=1)[C:6]([OH:8])=[O:7])#[N:2]. The catalyst class is: 12. (8) Reactant: [Cl:1][C:2]1[CH:23]=[C:22]([Cl:24])[CH:21]=[CH:20][C:3]=1[CH2:4][N:5]1[C:13]2[C:8](=[CH:9][CH:10]=[CH:11][CH:12]=2)[C:7]([CH:14]=[N:15][NH:16][C:17](=[S:19])[NH2:18])=[CH:6]1.Br[CH2:26][C:27]([C:29]1[CH:34]=[CH:33][C:32]([O:35][CH3:36])=[C:31]([O:37][CH3:38])[CH:30]=1)=O. Product: [Cl:1][C:2]1[CH:23]=[C:22]([Cl:24])[CH:21]=[CH:20][C:3]=1[CH2:4][N:5]1[C:13]2[C:8](=[CH:9][CH:10]=[CH:11][CH:12]=2)[C:7]([CH:14]=[N:15][NH:16][C:17]2[S:19][CH:26]=[C:27]([C:29]3[CH:34]=[CH:33][C:32]([O:35][CH3:36])=[C:31]([O:37][CH3:38])[CH:30]=3)[N:18]=2)=[CH:6]1. The catalyst class is: 1.